Dataset: Forward reaction prediction with 1.9M reactions from USPTO patents (1976-2016). Task: Predict the product of the given reaction. Given the reactants [N+:1]([C:4]1[CH:5]=[CH:6][C:7]2[NH:8][C:9]3[C:14]([S:15][C:16]=2[CH:17]=1)=[CH:13][C:12]([N+:18]([O-:20])=[O:19])=[CH:11][CH:10]=3)([O-:3])=[O:2].[C:21](OC(=O)C)(=[O:23])[CH3:22].C(N(CC)CC)C, predict the reaction product. The product is: [N+:18]([C:12]1[CH:11]=[CH:10][C:9]2[N:8]([C:21](=[O:23])[CH3:22])[C:7]3[C:16]([S:15][C:14]=2[CH:13]=1)=[CH:17][C:4]([N+:1]([O-:3])=[O:2])=[CH:5][CH:6]=3)([O-:20])=[O:19].